Predict the reactants needed to synthesize the given product. From a dataset of Full USPTO retrosynthesis dataset with 1.9M reactions from patents (1976-2016). (1) Given the product [CH3:1][O:2][C:3](=[O:35])[CH:4]([C:5]1[CH:10]=[C:9]([C:11]2[CH:16]=[CH:15][C:14]([C:17]([F:19])([F:20])[F:18])=[CH:13][CH:12]=2)[N:8]=[C:7]([C:21]2[CH:22]=[C:23]([C:31]([F:33])([F:34])[F:32])[CH:24]=[C:25]([C:27]([F:28])([F:29])[F:30])[CH:26]=2)[CH:6]=1)[CH2:49][C:48]([CH3:50])=[CH2:47], predict the reactants needed to synthesize it. The reactants are: [CH3:1][O:2][C:3](=[O:35])[CH2:4][C:5]1[CH:10]=[C:9]([C:11]2[CH:16]=[CH:15][C:14]([C:17]([F:20])([F:19])[F:18])=[CH:13][CH:12]=2)[N:8]=[C:7]([C:21]2[CH:26]=[C:25]([C:27]([F:30])([F:29])[F:28])[CH:24]=[C:23]([C:31]([F:34])([F:33])[F:32])[CH:22]=2)[CH:6]=1.C[Si]([N-][Si](C)(C)C)(C)C.[K+].Br[CH2:47][C:48]([CH3:50])=[CH2:49]. (2) Given the product [NH2:6][C:9]1[CH:38]=[CH:37][C:12]2[C:13](=[O:36])[C:14]3[CH:21]=[CH:20][C:19]([NH:22][C:23]4[CH:28]=[CH:27][C:26]([C:29]([F:32])([F:30])[F:31])=[CH:25][C:24]=4[NH2:33])=[CH:18][C:15]=3[O:16][CH2:17][C:11]=2[CH:10]=1, predict the reactants needed to synthesize it. The reactants are: O.O.[Sn](Cl)Cl.[N+:6]([C:9]1[CH:38]=[CH:37][C:12]2[C:13](=[O:36])[C:14]3[CH:21]=[CH:20][C:19]([NH:22][C:23]4[CH:28]=[CH:27][C:26]([C:29]([F:32])([F:31])[F:30])=[CH:25][C:24]=4[N+:33]([O-])=O)=[CH:18][C:15]=3[O:16][CH2:17][C:11]=2[CH:10]=1)([O-])=O. (3) Given the product [ClH:28].[ClH:28].[N:11]1([C:15]2[CH:16]=[C:17]([CH:25]([CH3:27])[CH3:26])[CH:18]=[C:19]3[C:24]=2[N:23]=[CH:22][CH:21]=[CH:20]3)[CH2:12][CH2:13][CH2:14][NH:8][CH2:9][CH2:10]1, predict the reactants needed to synthesize it. The reactants are: C(OC([N:8]1[CH2:14][CH2:13][CH2:12][N:11]([C:15]2[CH:16]=[C:17]([CH:25]([CH3:27])[CH3:26])[CH:18]=[C:19]3[C:24]=2[N:23]=[CH:22][CH:21]=[CH:20]3)[CH2:10][CH2:9]1)=O)(C)(C)C.[ClH:28]. (4) The reactants are: Cl[C:2]1[N:7]=[CH:6][N:5]=[C:4]([NH:8][C:9]2[CH:14]=[CH:13][C:12]([P:15]([CH3:18])([CH3:17])=[O:16])=[CH:11][C:10]=2[S:19]([CH:22]([CH3:24])[CH3:23])(=[O:21])=[O:20])[CH:3]=1.[CH3:25][O:26][C:27]1[CH:33]=[C:32]([N:34]2[CH2:39][CH2:38][CH:37]([N:40]3[CH2:45][CH2:44][N:43]([CH3:46])[CH2:42][CH2:41]3)[CH2:36][CH2:35]2)[CH:31]=[CH:30][C:28]=1[NH2:29]. Given the product [CH3:17][P:15]([C:12]1[CH:13]=[CH:14][C:9]([NH:8][C:4]2[CH:3]=[C:2]([NH:29][C:28]3[CH:30]=[CH:31][C:32]([N:34]4[CH2:39][CH2:38][CH:37]([N:40]5[CH2:41][CH2:42][N:43]([CH3:46])[CH2:44][CH2:45]5)[CH2:36][CH2:35]4)=[CH:33][C:27]=3[O:26][CH3:25])[N:7]=[CH:6][N:5]=2)=[C:10]([S:19]([CH:22]([CH3:24])[CH3:23])(=[O:21])=[O:20])[CH:11]=1)([CH3:18])=[O:16], predict the reactants needed to synthesize it. (5) The reactants are: [C:1](=[O:34])(OC1C=CC([N+]([O-])=O)=CC=1)[O:2][C@H:3]1[C:17](=[O:18])[N:16]([CH2:19][C:20]([F:23])([F:22])[F:21])[CH2:15][C:6]2[C:7]3[CH:8]=[N:9][NH:10][C:11]=3[C:12]([Cl:14])=[CH:13][C:5]=2[CH2:4]1.CN(C=O)C.C(N(CC)CC)C.[NH:47]1[CH2:52][CH2:51][CH:50]([N:53]2[C:61]3[C:56](=[N:57][CH:58]=[CH:59][CH:60]=3)[NH:55][C:54]2=[O:62])[CH2:49][CH2:48]1. Given the product [O:62]=[C:54]1[NH:55][C:56]2=[N:57][CH:58]=[CH:59][CH:60]=[C:61]2[N:53]1[CH:50]1[CH2:51][CH2:52][N:47]([C:1]([O:2][C@H:3]2[C:17](=[O:18])[N:16]([CH2:19][C:20]([F:23])([F:21])[F:22])[CH2:15][C:6]3[C:7]4[CH:8]=[N:9][NH:10][C:11]=4[C:12]([Cl:14])=[CH:13][C:5]=3[CH2:4]2)=[O:34])[CH2:48][CH2:49]1, predict the reactants needed to synthesize it. (6) The reactants are: [CH2:1]1[O:5][C:4]2[CH:6]=[C:7]([OH:10])[CH:8]=[CH:9][C:3]=2[O:2]1.Br[CH2:12][C:13]([O:15][CH3:16])=[O:14].C(=O)([O-])[O-].[K+].[K+]. Given the product [CH2:1]1[O:2][C:3]2[CH:9]=[CH:8][C:7]([O:10][CH2:12][C:13]([O:15][CH3:16])=[O:14])=[CH:6][C:4]=2[O:5]1, predict the reactants needed to synthesize it. (7) Given the product [NH2:46][C:43]1[N:44]=[CH:45][C:40]([C:2]2[N:3]=[C:4]([N:26]3[CH2:31][CH2:30][O:29][CH2:28][CH2:27]3)[C:5]3[N:11]=[C:10]([C:12]4[C:13]([F:25])=[C:14]([NH:18][S:19]([CH2:22][CH2:23][CH3:24])(=[O:21])=[O:20])[CH:15]=[CH:16][CH:17]=4)[CH:9]=[CH:8][C:6]=3[N:7]=2)=[CH:41][N:42]=1, predict the reactants needed to synthesize it. The reactants are: Cl[C:2]1[N:3]=[C:4]([N:26]2[CH2:31][CH2:30][O:29][CH2:28][CH2:27]2)[C:5]2[N:11]=[C:10]([C:12]3[C:13]([F:25])=[C:14]([NH:18][S:19]([CH2:22][CH2:23][CH3:24])(=[O:21])=[O:20])[CH:15]=[CH:16][CH:17]=3)[CH:9]=[CH:8][C:6]=2[N:7]=1.CC1(C)C(C)(C)OB([C:40]2[CH:41]=[N:42][C:43]([NH2:46])=[N:44][CH:45]=2)O1.C(=O)([O-])[O-].[Na+].[Na+]. (8) Given the product [CH3:1][N:2]([S:20]([C:23]1[S:24][CH:25]=[CH:26][CH:27]=1)(=[O:22])=[O:21])[C:3]1[CH:4]=[CH:5][CH:6]=[C:7]2[C:11]=1[NH:10][C:9]([C:12]1[S:13][CH:14]([C:17]([NH2:28])=[O:18])[CH2:15][N:16]=1)=[CH:8]2, predict the reactants needed to synthesize it. The reactants are: [CH3:1][N:2]([S:20]([C:23]1[S:24][CH:25]=[CH:26][CH:27]=1)(=[O:22])=[O:21])[C:3]1[CH:4]=[CH:5][CH:6]=[C:7]2[C:11]=1[NH:10][C:9]([C:12]1[S:13][CH:14]([C:17](O)=[O:18])[CH2:15][N:16]=1)=[CH:8]2.[N:28]1(O)C2C=CC=CC=2N=N1.Cl.CN(C)CCCN=C=NCC.N. (9) Given the product [C:18]([C:20]1[CH:25]=[CH:24][N:23]=[C:22]([O:1][C@H:2]2[CH2:7][N:6]([C:8]([O:10][C:11]([CH3:14])([CH3:13])[CH3:12])=[O:9])[C@H:5]([CH3:15])[CH2:4][CH2:3]2)[CH:21]=1)#[N:19], predict the reactants needed to synthesize it. The reactants are: [OH:1][C@H:2]1[CH2:7][N:6]([C:8]([O:10][C:11]([CH3:14])([CH3:13])[CH3:12])=[O:9])[C@H:5]([CH3:15])[CH2:4][CH2:3]1.[H-].[Na+].[C:18]([C:20]1[CH:25]=[CH:24][N:23]=[C:22](F)[CH:21]=1)#[N:19].